Dataset: NCI-60 drug combinations with 297,098 pairs across 59 cell lines. Task: Regression. Given two drug SMILES strings and cell line genomic features, predict the synergy score measuring deviation from expected non-interaction effect. (1) Drug 1: COC1=C2C(=CC3=C1OC=C3)C=CC(=O)O2. Cell line: SR. Drug 2: CC1C(C(CC(O1)OC2CC(CC3=C2C(=C4C(=C3O)C(=O)C5=C(C4=O)C(=CC=C5)OC)O)(C(=O)CO)O)N)O.Cl. Synergy scores: CSS=50.8, Synergy_ZIP=2.97, Synergy_Bliss=3.03, Synergy_Loewe=-12.8, Synergy_HSA=3.03. (2) Drug 1: CC1=C2C(C(=O)C3(C(CC4C(C3C(C(C2(C)C)(CC1OC(=O)C(C(C5=CC=CC=C5)NC(=O)OC(C)(C)C)O)O)OC(=O)C6=CC=CC=C6)(CO4)OC(=O)C)OC)C)OC. Drug 2: CS(=O)(=O)C1=CC(=C(C=C1)C(=O)NC2=CC(=C(C=C2)Cl)C3=CC=CC=N3)Cl. Cell line: MCF7. Synergy scores: CSS=38.5, Synergy_ZIP=0.312, Synergy_Bliss=1.89, Synergy_Loewe=-8.55, Synergy_HSA=3.69. (3) Drug 1: C1=CC(=CC=C1CCCC(=O)O)N(CCCl)CCCl. Drug 2: C1CNP(=O)(OC1)N(CCCl)CCCl. Cell line: MALME-3M. Synergy scores: CSS=2.86, Synergy_ZIP=-6.70, Synergy_Bliss=-4.40, Synergy_Loewe=-8.09, Synergy_HSA=-2.93. (4) Drug 1: C1=CC(=CC=C1CCCC(=O)O)N(CCCl)CCCl. Drug 2: C1=CN(C(=O)N=C1N)C2C(C(C(O2)CO)O)O.Cl. Cell line: NCI-H322M. Synergy scores: CSS=-4.96, Synergy_ZIP=-1.68, Synergy_Bliss=-8.12, Synergy_Loewe=-20.0, Synergy_HSA=-10.4. (5) Drug 1: CC1=C2C(C(=O)C3(C(CC4C(C3C(C(C2(C)C)(CC1OC(=O)C(C(C5=CC=CC=C5)NC(=O)C6=CC=CC=C6)O)O)OC(=O)C7=CC=CC=C7)(CO4)OC(=O)C)O)C)OC(=O)C. Drug 2: CC12CCC3C(C1CCC2O)C(CC4=C3C=CC(=C4)O)CCCCCCCCCS(=O)CCCC(C(F)(F)F)(F)F. Cell line: NCIH23. Synergy scores: CSS=-5.81, Synergy_ZIP=3.97, Synergy_Bliss=3.69, Synergy_Loewe=-0.590, Synergy_HSA=-1.38.